This data is from Forward reaction prediction with 1.9M reactions from USPTO patents (1976-2016). The task is: Predict the product of the given reaction. (1) The product is: [Cl:18][C:15]1[CH:16]=[CH:17][C:12]([N:7]2[C:8]3[C:4](=[CH:3][C:2]([OH:27])=[C:10]([F:11])[CH:9]=3)[CH:5]=[CH:6]2)=[CH:13][CH:14]=1. Given the reactants Br[C:2]1[CH:3]=[C:4]2[C:8](=[CH:9][C:10]=1[F:11])[N:7]([C:12]1[CH:17]=[CH:16][C:15]([Cl:18])=[CH:14][CH:13]=1)[CH:6]=[CH:5]2.[Li]CCCC.C([O:27]B(OC(C)C)OC(C)C)(C)C.OO, predict the reaction product. (2) Given the reactants [H-].[Na+].[C:3]([O:10][CH3:11])(=[O:9])[CH2:4][C:5]([O:7][CH3:8])=[O:6].[Br:12][C:13]1[CH:18]=[CH:17][C:16](F)=[C:15]([N+:20]([O-:22])=[O:21])[CH:14]=1, predict the reaction product. The product is: [CH3:8][O:7][C:5](=[O:6])[CH:4]([C:16]1[CH:17]=[CH:18][C:13]([Br:12])=[CH:14][C:15]=1[N+:20]([O-:22])=[O:21])[C:3]([O:10][CH3:11])=[O:9].